From a dataset of Reaction yield outcomes from USPTO patents with 853,638 reactions. Predict the reaction yield, written as a fraction of the theoretical maximum amount of product (1.0 means a 100% yield; for example, 0.34 means a 34% yield). (1) The reactants are [CH:1]1([NH2:7])[CH2:6][CH2:5][CH2:4][CH2:3][CH2:2]1.C([O:10][C:11]([C:13]1[C:14](=[O:32])[N:15]([CH2:25][C:26]2[CH:31]=[CH:30][CH:29]=[CH:28][CH:27]=2)[C:16]2[C:21]([C:22]=1[OH:23])=[CH:20][C:19]([F:24])=[CH:18][CH:17]=2)=O)C. The catalyst is C1(C)C=CC=CC=1.O. The yield is 0.780. The product is [CH:1]1([NH:7][C:11]([C:13]2[C:14](=[O:32])[N:15]([CH2:25][C:26]3[CH:31]=[CH:30][CH:29]=[CH:28][CH:27]=3)[C:16]3[C:21]([C:22]=2[OH:23])=[CH:20][C:19]([F:24])=[CH:18][CH:17]=3)=[O:10])[CH2:6][CH2:5][CH2:4][CH2:3][CH2:2]1. (2) The reactants are [NH2:1][C:2]1[CH:3]=[CH:4][C:5]([CH3:24])=[C:6]([C:8]2[CH:17]=[C:16]3[C:11]([CH:12]=[C:13]([NH:18][C:19]([CH:21]4[CH2:23][CH2:22]4)=[O:20])[N:14]=[CH:15]3)=[CH:10][CH:9]=2)[CH:7]=1.N1C=CC=CC=1.[CH2:31]([S:33](Cl)(=[O:35])=[O:34])[CH3:32]. The catalyst is ClCCl. The product is [CH2:31]([S:33]([NH:1][C:2]1[CH:3]=[CH:4][C:5]([CH3:24])=[C:6]([C:8]2[CH:17]=[C:16]3[C:11]([CH:12]=[C:13]([NH:18][C:19]([CH:21]4[CH2:22][CH2:23]4)=[O:20])[N:14]=[CH:15]3)=[CH:10][CH:9]=2)[CH:7]=1)(=[O:35])=[O:34])[CH3:32]. The yield is 0.540. (3) The reactants are [CH:1]([C:3]1[NH:7][C:6]([CH3:8])=[C:5]([C:9]([NH:11][CH2:12][CH2:13][N:14]2[CH2:18][CH2:17][CH2:16][CH2:15]2)=[O:10])[C:4]=1[CH3:19])=O.[NH2:20][C:21]1[N:22]=[C:23]([Cl:40])[C:24]2[CH2:29][C:28](=[O:30])[N:27]([CH2:31][C:32]3[CH:37]=[C:36]([O:38][CH3:39])[CH:35]=[CH:34][N:33]=3)[C:25]=2[N:26]=1.N1CCCCC1. The catalyst is CCO. The product is [NH2:20][C:21]1[N:22]=[C:23]([Cl:40])[C:24]2=[C:25]([N:27]([CH2:31][C:32]3[CH:37]=[C:36]([O:38][CH3:39])[CH:35]=[CH:34][N:33]=3)[C:28](=[O:30])/[C:29]/2=[CH:1]\[C:3]2[NH:7][C:6]([CH3:8])=[C:5]([C:9]([NH:11][CH2:12][CH2:13][N:14]3[CH2:18][CH2:17][CH2:16][CH2:15]3)=[O:10])[C:4]=2[CH3:19])[N:26]=1. The yield is 0.250. (4) The reactants are O[C:2]1[C:11]2[C:6](=[C:7]([CH3:14])[C:8]([O:12][CH3:13])=[CH:9][CH:10]=2)[N:5]=[CH:4][CH:3]=1.O=P(Cl)(Cl)[Cl:17]. No catalyst specified. The product is [Cl:17][C:2]1[C:11]2[C:6](=[C:7]([CH3:14])[C:8]([O:12][CH3:13])=[CH:9][CH:10]=2)[N:5]=[CH:4][CH:3]=1. The yield is 0.925. (5) The reactants are [Cl:1][C:2]1[CH:7]=[CH:6][C:5]([CH:8]([C:23]2[CH:28]=[CH:27][CH:26]=[CH:25][CH:24]=2)[N:9]2[CH2:14][CH2:13][N:12]([CH2:15][C:16]([O:18]C(C)(C)C)=[O:17])[CH2:11][CH2:10]2)=[CH:4][CH:3]=1.[ClH:29]. The catalyst is O1CCOCC1. The product is [ClH:1].[ClH:29].[Cl:1][C:2]1[CH:3]=[CH:4][C:5]([CH:8]([C:23]2[CH:24]=[CH:25][CH:26]=[CH:27][CH:28]=2)[N:9]2[CH2:10][CH2:11][N:12]([CH2:15][C:16]([OH:18])=[O:17])[CH2:13][CH2:14]2)=[CH:6][CH:7]=1. The yield is 0.770.